From a dataset of Reaction yield outcomes from USPTO patents with 853,638 reactions. Predict the reaction yield, written as a fraction of the theoretical maximum amount of product (1.0 means a 100% yield; for example, 0.34 means a 34% yield). (1) The reactants are C[O:2][C:3]1[CH:4]=[N:5][CH:6]=[C:7]([CH:10]=1)[C:8]#[N:9].Cl.N1C=CC=CC=1.O.C(=O)(O)[O-].[Na+]. The catalyst is C(OCC)C. The product is [OH:2][C:3]1[CH:4]=[N:5][CH:6]=[C:7]([CH:10]=1)[C:8]#[N:9]. The yield is 0.950. (2) The reactants are [CH3:1][C:2]1([CH3:48])[CH2:6][C:5]2([CH2:11][CH2:10][CH2:9][N:8]([CH:12]3[CH2:17][CH2:16][N:15]([C:18]([C:20]4[CH:21]=[C:22]([C:31]5[CH:46]=[CH:45][C:34]([C:35]([O:37]CC6C=CC=CC=6)=[O:36])=[CH:33][CH:32]=5)[S:23][C:24]=4[NH:25][C:26](=[O:30])[NH:27][CH2:28][CH3:29])=[O:19])[CH2:14][CH2:13]3)[CH2:7]2)[C:4](=[O:47])[O:3]1. The catalyst is C(O)C.[C].[Pd]. The product is [CH3:48][C:2]1([CH3:1])[CH2:6][C:5]2([CH2:11][CH2:10][CH2:9][N:8]([CH:12]3[CH2:17][CH2:16][N:15]([C:18]([C:20]4[CH:21]=[C:22]([C:31]5[CH:46]=[CH:45][C:34]([C:35]([OH:37])=[O:36])=[CH:33][CH:32]=5)[S:23][C:24]=4[NH:25][C:26](=[O:30])[NH:27][CH2:28][CH3:29])=[O:19])[CH2:14][CH2:13]3)[CH2:7]2)[C:4](=[O:47])[O:3]1. The yield is 0.0480. (3) The reactants are [CH3:1][C@@H:2]1[CH2:6][CH2:5][CH2:4][N:3]1[CH2:7][CH2:8][C:9]1[CH:14]=[CH:13][C:12](B(O)O)=[CH:11][CH:10]=1.Cl[C:19]1[CH:20]=[C:21]2[C:26](=[CH:27][CH:28]=1)[S:25](=[O:30])(=[O:29])[CH2:24][CH2:23][C:22]2=[O:31].C([O-])(=O)C.[K+]. The catalyst is C1COCC1.C([O-])(=O)C.[Pd+2].C([O-])(=O)C.C1(P(C2CCCCC2)C2C=CC=CC=2C2C(C(C)C)=CC(C(C)C)=CC=2C(C)C)CCCCC1. The product is [CH3:1][C@@H:2]1[CH2:6][CH2:5][CH2:4][N:3]1[CH2:7][CH2:8][C:9]1[CH:14]=[CH:13][C:12]([C:19]2[CH:20]=[C:21]3[C:26](=[CH:27][CH:28]=2)[S:25](=[O:30])(=[O:29])[CH2:24][CH2:23][C:22]3=[O:31])=[CH:11][CH:10]=1. The yield is 0.610. (4) The reactants are [CH3:1][O:2][C:3]1[CH:17]=[CH:16][C:6]([CH2:7][C:8]2[S:9][CH:10]=[C:11]([C:13]([OH:15])=O)[N:12]=2)=[CH:5][CH:4]=1.[CH3:18][O:19][C:20]1[CH:21]=[C:22]([C:28]2([CH2:33][NH2:34])[CH2:32][CH2:31][CH2:30][CH2:29]2)[CH:23]=[CH:24][C:25]=1[O:26][CH3:27].C(N(CC)CC)C.F[P-](F)(F)(F)(F)F.N1(OC(N(C)C)=[N+](C)C)C2N=CC=CC=2N=N1. The catalyst is C(#N)C. The product is [CH3:18][O:19][C:20]1[CH:21]=[C:22]([C:28]2([CH2:33][NH:34][C:13]([C:11]3[N:12]=[C:8]([CH2:7][C:6]4[CH:5]=[CH:4][C:3]([O:2][CH3:1])=[CH:17][CH:16]=4)[S:9][CH:10]=3)=[O:15])[CH2:29][CH2:30][CH2:31][CH2:32]2)[CH:23]=[CH:24][C:25]=1[O:26][CH3:27]. The yield is 0.439. (5) The reactants are [NH2:1][C:2]1[CH:10]=[CH:9][C:8]([O:11][CH3:12])=[CH:7][C:3]=1[C:4]([OH:6])=O.[NH2:13][C:14](N)=[O:15]. The catalyst is O. The product is [CH3:12][O:11][C:8]1[CH:7]=[C:3]2[C:2](=[CH:10][CH:9]=1)[NH:1][C:14](=[O:15])[NH:13][C:4]2=[O:6]. The yield is 0.880. (6) The yield is 0.900. The product is [C:1]([O:20][CH2:21][CH3:22])(=[O:19])[CH2:2][CH2:3][CH2:4][CH2:5][CH2:6][CH2:7][CH2:8]/[CH:9]=[CH:10]\[CH2:11][CH2:12][CH2:13][CH2:14][CH2:15][CH2:16][CH2:17][CH3:18]. The reactants are [C:1]([OH:20])(=[O:19])[CH2:2][CH2:3][CH2:4][CH2:5][CH2:6][CH2:7][CH2:8]/[CH:9]=[CH:10]\[CH2:11][CH2:12][CH2:13][CH2:14][CH2:15][CH2:16][CH2:17][CH3:18].[CH2:21](O)[CH3:22]. The catalyst is CCOCC. (7) The reactants are C(OC([N:8]1[CH2:13][CH2:12][N:11]([C:14]2[CH:19]=[CH:18][C:17]([NH:20][C:21]([C:23]3[O:24][C:25]4[C:30]([C:31](=[O:33])[CH:32]=3)=[CH:29][CH:28]=[CH:27][C:26]=4[N:34]3[CH2:39][CH2:38][N:37]([CH3:40])[CH2:36][CH2:35]3)=[O:22])=[CH:16][CH:15]=2)[CH2:10][CH2:9]1)=O)(C)(C)C. The catalyst is C(OCC)(=O)C. The product is [N:11]1([C:14]2[CH:19]=[CH:18][C:17]([NH:20][C:21]([C:23]3[O:24][C:25]4[C:30]([C:31](=[O:33])[CH:32]=3)=[CH:29][CH:28]=[CH:27][C:26]=4[N:34]3[CH2:35][CH2:36][N:37]([CH3:40])[CH2:38][CH2:39]3)=[O:22])=[CH:16][CH:15]=2)[CH2:12][CH2:13][NH:8][CH2:9][CH2:10]1. The yield is 0.760. (8) The reactants are C[N:2]1[CH2:7][CH:6]=[C:5]([C:8]2[CH:9]=[N:10][C:11]([N:14]3[CH2:19][CH2:18][CH2:17][CH:16]([CH2:20][N:21]4[C:25]5=[N:26][C:27]([C:30]6[CH:31]=[N:32][N:33]([CH3:35])[CH:34]=6)=[CH:28][N:29]=[C:24]5[N:23]=[N:22]4)[CH2:15]3)=[N:12][CH:13]=2)[CH2:4][CH2:3]1.[ClH:36]. The catalyst is C(Cl)Cl.O1CCOCC1. The product is [ClH:36].[CH3:35][N:33]1[CH:34]=[C:30]([C:27]2[N:26]=[C:25]3[N:21]([CH2:20][CH:16]4[CH2:17][CH2:18][CH2:19][N:14]([C:11]5[N:12]=[CH:13][C:8]([C:5]6[CH2:6][CH2:7][NH:2][CH2:3][CH:4]=6)=[CH:9][N:10]=5)[CH2:15]4)[N:22]=[N:23][C:24]3=[N:29][CH:28]=2)[CH:31]=[N:32]1. The yield is 0.820.